From a dataset of Forward reaction prediction with 1.9M reactions from USPTO patents (1976-2016). Predict the product of the given reaction. Given the reactants [F:1][C:2]([F:23])([CH:21]=[CH2:22])[CH:3]([C:5]1[S:9][C:8]([C:10]2[CH:15]=[CH:14][C:13]([C:16]([F:19])([F:18])[F:17])=[CH:12][CH:11]=2)=[N:7][C:6]=1[CH3:20])[OH:4].[C:24](OC(=O)C)(=O)C, predict the reaction product. The product is: [CH:21]1([C:2]([F:1])([F:23])[CH:3]([C:5]2[S:9][C:8]([C:10]3[CH:11]=[CH:12][C:13]([C:16]([F:17])([F:18])[F:19])=[CH:14][CH:15]=3)=[N:7][C:6]=2[CH3:20])[OH:4])[CH2:24][CH2:22]1.